Dataset: Peptide-MHC class II binding affinity with 134,281 pairs from IEDB. Task: Regression. Given a peptide amino acid sequence and an MHC pseudo amino acid sequence, predict their binding affinity value. This is MHC class II binding data. The peptide sequence is VASVQRMMRRVKRDD. The MHC is DRB1_0101 with pseudo-sequence DRB1_0101. The binding affinity (normalized) is 0.404.